Dataset: Reaction yield outcomes from USPTO patents with 853,638 reactions. Task: Predict the reaction yield, written as a fraction of the theoretical maximum amount of product (1.0 means a 100% yield; for example, 0.34 means a 34% yield). (1) The catalyst is O1CCCC1.[Zn]. The yield is 0.930. The reactants are CO.[Cl-].[NH4+].[Br:5][C:6]1[CH:7]=[CH:8][N:9]2[C:14]=1[C:13]([O:15][C:16]1[CH:21]=[CH:20][C:19]([N+:22]([O-])=O)=[CH:18][C:17]=1[F:25])=[CH:12][CH:11]=[N:10]2. The product is [Br:5][C:6]1[CH:7]=[CH:8][N:9]2[C:14]=1[C:13]([O:15][C:16]1[CH:21]=[CH:20][C:19]([NH2:22])=[CH:18][C:17]=1[F:25])=[CH:12][CH:11]=[N:10]2. (2) The reactants are [Br:1][C:2]1[CH:7]=[C:6]([F:8])[CH:5]=[CH:4][C:3]=1[CH:9]1[C:14]([C:15]([O:17][CH2:18][CH3:19])=[O:16])=[C:13]([CH2:20]Br)[NH:12][C:11]([C:22]2[S:23][CH:24]=[CH:25][N:26]=2)=[N:10]1.Cl.[CH3:28][C:29]([CH:35]1[CH2:40][O:39][CH2:38][CH2:37][NH:36]1)([CH3:34])[CH2:30][C:31]([OH:33])=[O:32]. No catalyst specified. The product is [Br:1][C:2]1[CH:7]=[C:6]([F:8])[CH:5]=[CH:4][C:3]=1[CH:9]1[N:10]=[C:11]([C:22]2[S:23][CH:24]=[CH:25][N:26]=2)[NH:12][C:13]([CH2:20][N:36]2[CH2:37][CH2:38][O:39][CH2:40][CH:35]2[C:29]([CH3:34])([CH3:28])[CH2:30][C:31]([OH:33])=[O:32])=[C:14]1[C:15]([O:17][CH2:18][CH3:19])=[O:16]. The yield is 0.410. (3) The reactants are [S:1]1[CH:5]=[C:4]([CH2:6][N:7]([C@@H:41]([CH3:49])[CH:42]([O:46][CH2:47][CH3:48])[O:43][CH2:44][CH3:45])[C:8](=[O:40])[C@@H:9]([NH:22]C(=O)OCC2C3C=CC=CC=3C3C2=CC=CC=3)[CH2:10][C:11]2[CH:16]=[CH:15][C:14]([O:17][C:18]([CH3:21])([CH3:20])[CH3:19])=[CH:13][CH:12]=2)[C:3]2[CH:50]=[CH:51][CH:52]=[CH:53][C:2]1=2.N1CCCCC1. No catalyst specified. The product is [NH2:22][C@@H:9]([CH2:10][C:11]1[CH:16]=[CH:15][C:14]([O:17][C:18]([CH3:21])([CH3:19])[CH3:20])=[CH:13][CH:12]=1)[C:8]([N:7]([CH2:6][C:4]1[C:3]2[CH:50]=[CH:51][CH:52]=[CH:53][C:2]=2[S:1][CH:5]=1)[C@@H:41]([CH3:49])[CH:42]([O:46][CH2:47][CH3:48])[O:43][CH2:44][CH3:45])=[O:40]. The yield is 0.980. (4) The reactants are C([O:8][C:9]([C:11]1([C:24]([O:26]CC2C=CC=CC=2)=[O:25])[CH2:16][CH2:15][P:14](=[O:23])([C:17]2[CH:22]=[CH:21][CH:20]=[CH:19][CH:18]=2)[CH2:13][CH2:12]1)=[O:10])C1C=CC=CC=1.[H][H]. The catalyst is [Pd].C(O)C. The yield is 0.350. The product is [O:23]=[P:14]1([C:17]2[CH:22]=[CH:21][CH:20]=[CH:19][CH:18]=2)[CH2:15][CH2:16][C:11]([C:9]([OH:10])=[O:8])([C:24]([OH:26])=[O:25])[CH2:12][CH2:13]1. (5) The catalyst is C(Cl)Cl.CCOCC. The reactants are [I:1][C:2]1[CH:7]=[CH:6][C:5]([NH2:8])=[CH:4][CH:3]=1.CC(O)=O.[C:13]([O:17][C:18](=[O:28])[NH:19][CH:20]1[CH2:25][CH2:24][CH:23]([CH:26]=O)[CH2:22][CH2:21]1)([CH3:16])([CH3:15])[CH3:14].[BH-](OC(C)=O)(OC(C)=O)OC(C)=O.[Na+]. The yield is 0.790. The product is [C:13]([O:17][C:18](=[O:28])[NH:19][C@H:20]1[CH2:21][CH2:22][C@H:23]([CH2:26][NH:8][C:5]2[CH:6]=[CH:7][C:2]([I:1])=[CH:3][CH:4]=2)[CH2:24][CH2:25]1)([CH3:16])([CH3:14])[CH3:15]. (6) The product is [Br:1][C:2]1[CH:7]=[C:6]([OH:8])[CH:5]=[C:4]([F:16])[CH:3]=1. The yield is 0.920. The reactants are [Br:1][C:2]1[CH:7]=[C:6]([O:8]CC2C=CC=CC=2)[CH:5]=[C:4]([F:16])[CH:3]=1.CN(C)C1C=CC=CC=1.[Cl-].[Al+3].[Cl-].[Cl-]. The catalyst is C(Cl)Cl. (7) The reactants are Cl[C:2]1[C:11]2[C:6](=[CH:7][C:8]([I:12])=[CH:9][CH:10]=2)[N:5]=[C:4]([CH3:13])[CH:3]=1.[NH:14]1[CH2:18][CH2:17][CH2:16][CH2:15]1.N1C=CC=CC=1. The catalyst is C(O)C.[I-].[K+]. The product is [I:12][C:8]1[CH:7]=[C:6]2[C:11]([C:2]([N:14]3[CH2:18][CH2:17][CH2:16][CH2:15]3)=[CH:3][C:4]([CH3:13])=[N:5]2)=[CH:10][CH:9]=1. The yield is 0.870. (8) The reactants are [I:1][C:2]1[CH:7]=[CH:6][C:5]([CH3:8])=[CH:4][C:3]=1[N+:9]([O-])=O.[Cl-:12].[NH4+]. The catalyst is O1CCCC1.CO.O. The product is [ClH:12].[I:1][C:2]1[CH:7]=[CH:6][C:5]([CH3:8])=[CH:4][C:3]=1[NH2:9]. The yield is 0.500. (9) The reactants are [OH:1][CH2:2][C:3]1[CH:4]=[C:5]2[C:9](=[CH:10][CH:11]=1)[NH:8][C:7](=[O:12])[CH2:6]2. The catalyst is N1C=CC=CC=1.[O-2].[Cr+6].[O-2].[O-2]. The product is [O:12]=[C:7]1[CH2:6][C:5]2[C:9](=[CH:10][CH:11]=[C:3]([CH:2]=[O:1])[CH:4]=2)[NH:8]1. The yield is 0.460.